From a dataset of Forward reaction prediction with 1.9M reactions from USPTO patents (1976-2016). Predict the product of the given reaction. Given the reactants C([Li])CCC.CCCCCC.[CH3:12][N:13]1[C:17]([C:18](=[O:20])[CH3:19])=[CH:16][CH:15]=[N:14]1.[F:21][C:22]1[CH:27]=[C:26]([F:28])[CH:25]=[CH:24][C:23]=1/[C:29](=[N:31]/[S@@:32]([C:34]([CH3:37])([CH3:36])[CH3:35])=[O:33])/[CH3:30], predict the reaction product. The product is: [F:21][C:22]1[CH:27]=[C:26]([F:28])[CH:25]=[CH:24][C:23]=1[C@@:29]([NH:31][S@@:32]([C:34]([CH3:35])([CH3:37])[CH3:36])=[O:33])([CH2:19][C:18]([C:17]1[N:13]([CH3:12])[N:14]=[CH:15][CH:16]=1)=[O:20])[CH3:30].